From a dataset of Forward reaction prediction with 1.9M reactions from USPTO patents (1976-2016). Predict the product of the given reaction. (1) Given the reactants C(OC(=O)[NH:7][C:8]1[CH:13]=[C:12]([CH3:14])[C:11]([Cl:15])=[CH:10][C:9]=1[NH:16][C:17](=[O:33])[CH2:18][C:19](=O)[C:20]1[CH:25]=[CH:24][CH:23]=[C:22]([C:26]2[CH:31]=[CH:30][N:29]=[N:28][CH:27]=2)[CH:21]=1)(C)(C)C.C(O)(C(F)(F)F)=O, predict the reaction product. The product is: [Cl:15][C:11]1[C:12]([CH3:14])=[CH:13][C:8]2[N:7]=[C:19]([C:20]3[CH:25]=[CH:24][CH:23]=[C:22]([C:26]4[CH:31]=[CH:30][N:29]=[N:28][CH:27]=4)[CH:21]=3)[CH2:18][C:17](=[O:33])[NH:16][C:9]=2[CH:10]=1. (2) Given the reactants Cl[C:2]1[CH2:6][C@H:5]([CH:7]2[CH2:11][CH2:10][CH2:9][CH2:8]2)[N:4]([C:12]2[CH:19]=[CH:18][C:15]([C:16]#[N:17])=[C:14]([CH3:20])[N:13]=2)[N:3]=1.B([C:24]1[CH:32]=[CH:31][C:27]([C:28]([OH:30])=[O:29])=[CH:26][CH:25]=1)(O)O, predict the reaction product. The product is: [C:16]([C:15]1[CH:18]=[CH:19][C:12]([N:4]2[C@@H:5]([CH:7]3[CH2:11][CH2:10][CH2:9][CH2:8]3)[CH2:6][C:2]([C:24]3[CH:32]=[CH:31][C:27]([C:28]([OH:30])=[O:29])=[CH:26][CH:25]=3)=[N:3]2)=[N:13][C:14]=1[CH3:20])#[N:17]. (3) Given the reactants [SiH](CC)(CC)CC.B(F)(F)F.C[CH2:13][O:14]CC.[Br:17][C:18]1[CH:19]=[CH:20][C:21]([Cl:37])=[C:22]([C:26]([C:28]2[CH:33]=[CH:32][C:31]([O:34][CH2:35][CH3:36])=[CH:30][CH:29]=2)=O)[C:23]=1OC.C(=O)([O-])[O-].[Na+].[Na+], predict the reaction product. The product is: [Br:17][C:18]1[C:19]([O:14][CH3:13])=[CH:20][C:21]([Cl:37])=[C:22]([CH2:26][C:28]2[CH:29]=[CH:30][C:31]([O:34][CH2:35][CH3:36])=[CH:32][CH:33]=2)[CH:23]=1. (4) The product is: [CH3:1][O:2][C:3](=[O:47])[CH:4]([NH:24][C:25](=[O:46])[CH2:26][CH2:27][C:28]1[CH:29]=[CH:30][C:31]([O:34][C:35](=[O:45])[CH2:36][OH:37])=[CH:32][CH:33]=1)[CH2:5][C:6]1[CH:7]=[CH:8][C:9]([O:12][C:13](=[O:23])[CH2:14][OH:15])=[CH:10][CH:11]=1. Given the reactants [CH3:1][O:2][C:3](=[O:47])[CH:4]([NH:24][C:25](=[O:46])[CH2:26][CH2:27][C:28]1[CH:33]=[CH:32][C:31]([O:34][C:35](=[O:45])[CH2:36][O:37]CC2C=CC=CC=2)=[CH:30][CH:29]=1)[CH2:5][C:6]1[CH:11]=[CH:10][C:9]([O:12][C:13](=[O:23])[CH2:14][O:15]CC2C=CC=CC=2)=[CH:8][CH:7]=1, predict the reaction product. (5) Given the reactants [Br:1][C:2]1[CH:18]=[CH:17][C:5]([C:6]([CH2:8][CH2:9][CH2:10][CH2:11][CH2:12][CH2:13][C:14](O)=[O:15])=[O:7])=[CH:4][CH:3]=1.[NH2:19][OH:20].Cl, predict the reaction product. The product is: [OH:20][NH:19][C:14](=[O:15])[CH2:13][CH2:12][CH2:11][CH2:10][CH2:9][CH2:8][C:6](=[O:7])[C:5]1[CH:17]=[CH:18][C:2]([Br:1])=[CH:3][CH:4]=1. (6) Given the reactants [S:1]1[CH:5]=[CH:4][N:3]=[C:2]1[CH:6]1[CH2:11][CH2:10][N:9]([C:12]([O:14][C:15]([CH3:18])([CH3:17])[CH3:16])=[O:13])[CH2:8][CH2:7]1.C1C(=O)N([Br:26])C(=O)C1, predict the reaction product. The product is: [Br:26][C:5]1[S:1][C:2]([CH:6]2[CH2:7][CH2:8][N:9]([C:12]([O:14][C:15]([CH3:18])([CH3:17])[CH3:16])=[O:13])[CH2:10][CH2:11]2)=[N:3][CH:4]=1.